From a dataset of Forward reaction prediction with 1.9M reactions from USPTO patents (1976-2016). Predict the product of the given reaction. (1) Given the reactants [OH:1][CH2:2][CH2:3][O:4][CH2:5][C:6]1[N:11]=[CH:10][C:9]([CH:12]([CH3:16])[C:13]([OH:15])=O)=[CH:8][CH:7]=1.ON1C2C=CC=CC=2N=N1.F[B-](F)(F)F.N1(OC(N(C)C)=[N+](C)C)C2C=CC=CC=2N=N1.C(N(C(C)C)C(C)C)C.[Cl:58][C:59]1[CH:60]=[C:61]([N:65]2[C:69]([CH2:70][NH2:71])=[CH:68][C:67]([C:72]([F:75])([F:74])[F:73])=[N:66]2)[CH:62]=[CH:63][CH:64]=1, predict the reaction product. The product is: [Cl:58][C:59]1[CH:60]=[C:61]([N:65]2[C:69]([CH2:70][NH:71][C:13](=[O:15])[CH:12]([C:9]3[CH:10]=[N:11][C:6]([CH2:5][O:4][CH2:3][CH2:2][OH:1])=[CH:7][CH:8]=3)[CH3:16])=[CH:68][C:67]([C:72]([F:73])([F:74])[F:75])=[N:66]2)[CH:62]=[CH:63][CH:64]=1. (2) Given the reactants [F:1][C:2]([F:28])([F:27])[C:3]1[CH:22]=[C:21]([C:23]([F:26])([F:25])[F:24])[CH:20]=[CH:19][C:4]=1[CH2:5][N:6]1[C:12](=[O:13])[CH2:11][CH2:10][CH:9]([C:14](OCC)=[O:15])[CH2:8][CH2:7]1.[BH4-].[Li+].O, predict the reaction product. The product is: [F:28][C:2]([F:1])([F:27])[C:3]1[CH:22]=[C:21]([C:23]([F:26])([F:25])[F:24])[CH:20]=[CH:19][C:4]=1[CH2:5][N:6]1[CH2:7][CH2:8][CH:9]([CH2:14][OH:15])[CH2:10][CH2:11][C:12]1=[O:13]. (3) Given the reactants [CH3:1][O:2][C:3]1[C:8]([N+:9]([O-:11])=[O:10])=[CH:7][CH:6]=[CH:5][C:4]=1B1OC(C)(C)C(C)(C)O1.Br[C:22]1[O:26][C:25]([C:27]([OH:29])=[O:28])=[CH:24][CH:23]=1.C(=O)([O-])[O-].[Na+].[Na+], predict the reaction product. The product is: [CH3:1][O:2][C:3]1[C:8]([N+:9]([O-:11])=[O:10])=[CH:7][CH:6]=[CH:5][C:4]=1[C:22]1[O:26][C:25]([C:27]([OH:29])=[O:28])=[CH:24][CH:23]=1. (4) Given the reactants [CH3:1][O:2][C:3]1C=CC(NC)=[CH:5][CH:4]=1.BrCC(O)=[O:14].CCN=C=N[CH2:21][CH2:22][CH2:23][N:24]([CH3:26])[CH3:25].Cl.[CH2:28]([Cl:30])Cl, predict the reaction product. The product is: [Cl:30][CH2:28][C:26]([N:24]([C:23]1[CH:22]=[CH:21][C:3]([O:2][CH3:1])=[CH:4][CH:5]=1)[CH3:25])=[O:14]. (5) Given the reactants Br[C:2]1[S:6][C:5]([CH:7]2[O:11][CH2:10][CH2:9][O:8]2)=[CH:4][C:3]=1[CH2:12][C:13]1[CH:18]=[CH:17][CH:16]=[C:15]([Cl:19])[CH:14]=1.C1(P(C2CCCCC2)C2C=CC=CC=2C2C(N(C)C)=CC=CC=2N(C)C)CCCCC1.[Br-].[O:52]1[CH2:57][CH2:56][CH:55]([CH2:58][Zn+])[CH2:54][CH2:53]1.CC(N(C)C)=O, predict the reaction product. The product is: [Cl:19][C:15]1[CH:14]=[C:13]([CH:18]=[CH:17][CH:16]=1)[CH2:12][C:3]1[CH:4]=[C:5]([CH:7]2[O:11][CH2:10][CH2:9][O:8]2)[S:6][C:2]=1[CH2:58][CH:55]1[CH2:56][CH2:57][O:52][CH2:53][CH2:54]1. (6) The product is: [C:1]([O:5][CH:6]([C:11]1[C:16]([CH3:17])=[CH:15][CH:14]=[C:13]([CH:18]2[CH2:32][CH2:19]2)[C:12]=1[C:20]1[C:21]([CH3:30])=[C:22]2[C:27](=[CH:28][CH:29]=1)[O:26][CH2:25][CH2:24][CH2:23]2)[C:7]([O:9][CH3:10])=[O:8])([CH3:4])([CH3:2])[CH3:3]. Given the reactants [C:1]([O:5][CH:6]([C:11]1[C:16]([CH3:17])=[CH:15][CH:14]=[C:13]([CH:18]=[CH2:19])[C:12]=1[C:20]1[C:21]([CH3:30])=[C:22]2[C:27](=[CH:28][CH:29]=1)[O:26][CH2:25][CH2:24][CH2:23]2)[C:7]([O:9][CH3:10])=[O:8])([CH3:4])([CH3:3])[CH3:2].I[CH2:32]I.C([Zn]CC)C.C1(C)C=CC=CC=1, predict the reaction product. (7) Given the reactants [C:1](Cl)(=[O:3])[CH3:2].[N:5]1([CH2:11][CH2:12][O:13][C:14]2[CH:19]=[CH:18][C:17]([CH:20]3[CH2:25][CH2:24][N:23]([C:26]4[CH:27]=[CH:28][C:29]5[N:30]([C:32]([C:35]([F:38])([F:37])[F:36])=[N:33][N:34]=5)[N:31]=4)[CH2:22][CH2:21]3)=[CH:16][CH:15]=2)[CH2:10][CH2:9][NH:8][CH2:7][CH2:6]1.C(N(CC)CC)C, predict the reaction product. The product is: [C:1]([N:8]1[CH2:9][CH2:10][N:5]([CH2:11][CH2:12][O:13][C:14]2[CH:19]=[CH:18][C:17]([CH:20]3[CH2:25][CH2:24][N:23]([C:26]4[CH:27]=[CH:28][C:29]5[N:30]([C:32]([C:35]([F:38])([F:36])[F:37])=[N:33][N:34]=5)[N:31]=4)[CH2:22][CH2:21]3)=[CH:16][CH:15]=2)[CH2:6][CH2:7]1)(=[O:3])[CH3:2].